Dataset: Catalyst prediction with 721,799 reactions and 888 catalyst types from USPTO. Task: Predict which catalyst facilitates the given reaction. (1) Reactant: [Br:1][C:2]1[CH:11]=[CH:10][CH:9]=[C:8]2[C:3]=1[CH2:4][CH2:5][O:6][CH:7]2[C:12]([OH:14])=O.C1N=CN(C(N2C=NC=C2)=O)C=1.[CH3:27][O:28][NH:29][CH3:30]. Product: [Br:1][C:2]1[CH:11]=[CH:10][CH:9]=[C:8]2[C:3]=1[CH2:4][CH2:5][O:6][CH:7]2[C:12]([N:29]([CH3:30])[O:28][CH3:27])=[O:14]. The catalyst class is: 2. (2) Reactant: C(=O)([O-])[O-].[K+].[K+].Br.Br[CH2:9][C:10]1[C:19]2[C:14](=[CH:15][CH:16]=[CH:17][CH:18]=2)[CH:13]=[CH:12][N:11]=1.[C:20]([O:24][C:25](=[O:51])[NH:26][C@H:27]1[CH2:32][CH2:31][CH2:30][N:29]([C:33]2[N:41]([C:42]3[CH:47]=[CH:46][CH:45]=[CH:44][CH:43]=3)[C:40]3[C:39](=[O:48])[NH:38][CH:37]=[N:36][C:35]=3[C:34]=2[C:49]#[N:50])[CH2:28]1)([CH3:23])([CH3:22])[CH3:21]. Product: [C:20]([O:24][C:25](=[O:51])[NH:26][C@H:27]1[CH2:32][CH2:31][CH2:30][N:29]([C:33]2[N:41]([C:42]3[CH:47]=[CH:46][CH:45]=[CH:44][CH:43]=3)[C:40]3[C:39](=[O:48])[N:38]([CH2:9][C:10]4[C:19]5[C:14](=[CH:15][CH:16]=[CH:17][CH:18]=5)[CH:13]=[CH:12][N:11]=4)[CH:37]=[N:36][C:35]=3[C:34]=2[C:49]#[N:50])[CH2:28]1)([CH3:23])([CH3:21])[CH3:22]. The catalyst class is: 3. (3) Reactant: [F:1][C:2]1[CH:7]=[CH:6][C:5]([NH:8][C:9]2[C:10]3[C:17]([CH3:18])=[C:16]([C:19](O)=[O:20])[S:15][C:11]=3[N:12]=[CH:13][N:14]=2)=[C:4]([O:22][C@@H:23]2[CH2:27][CH2:26][N:25]([S:28]([CH3:31])(=[O:30])=[O:29])[CH2:24]2)[CH:3]=1.[NH3:32]. Product: [F:1][C:2]1[CH:7]=[CH:6][C:5]([NH:8][C:9]2[C:10]3[C:17]([CH3:18])=[C:16]([C:19]([NH2:32])=[O:20])[S:15][C:11]=3[N:12]=[CH:13][N:14]=2)=[C:4]([O:22][C@@H:23]2[CH2:27][CH2:26][N:25]([S:28]([CH3:31])(=[O:29])=[O:30])[CH2:24]2)[CH:3]=1. The catalyst class is: 5. (4) Reactant: [Br:1][C:2]1[CH:10]=[CH:9][C:5]([C:6]([OH:8])=[O:7])=[CH:4][CH:3]=1.[CH2:11](Cl)Cl.S(Cl)(Cl)=O. Product: [CH3:11][O:7][C:6](=[O:8])[C:5]1[CH:9]=[CH:10][C:2]([Br:1])=[CH:3][CH:4]=1. The catalyst class is: 5. (5) Reactant: [CH3:1][O:2][C:3](=[O:15])[CH2:4][C@H:5]1[C:9]2[CH:10]=[CH:11][C:12]([OH:14])=[CH:13][C:8]=2[O:7][CH2:6]1.[CH2:16]([C:18]1[CH:23]=[C:22]([O:24][CH2:25][CH2:26][CH2:27][S:28]([CH3:31])(=[O:30])=[O:29])[CH:21]=[C:20]([CH2:32][CH3:33])[C:19]=1[C:34]1[CH:39]=[CH:38][CH:37]=[C:36]([CH2:40]O)[CH:35]=1)[CH3:17].C(P(CCCC)CCCC)CCC.N(C(N1CCCCC1)=O)=NC(N1CCCCC1)=O. Product: [CH3:1][O:2][C:3](=[O:15])[CH2:4][C@H:5]1[C:9]2[CH:10]=[CH:11][C:12]([O:14][CH2:40][C:36]3[CH:35]=[C:34]([C:19]4[C:18]([CH2:16][CH3:17])=[CH:23][C:22]([O:24][CH2:25][CH2:26][CH2:27][S:28]([CH3:31])(=[O:29])=[O:30])=[CH:21][C:20]=4[CH2:32][CH3:33])[CH:39]=[CH:38][CH:37]=3)=[CH:13][C:8]=2[O:7][CH2:6]1. The catalyst class is: 345. (6) Reactant: Br[C:2]1[CH:7]=[CH:6][CH:5]=[CH:4][C:3]=1[CH2:8][N:9]1[CH:13]=[CH:12][C:11]([C:14]([NH:16][C:17]2[C:22]([F:23])=[CH:21][CH:20]=[CH:19][C:18]=2[F:24])=[O:15])=[N:10]1.[Cl:25][C:26]1[CH:31]=[CH:30][C:29]([OH:32])=[CH:28][CH:27]=1.C(=O)([O-])[O-].[Cs+].[Cs+]. Product: [Cl:25][C:26]1[CH:31]=[CH:30][C:29]([O:32][C:2]2[CH:7]=[CH:6][CH:5]=[CH:4][C:3]=2[CH2:8][N:9]2[CH:13]=[CH:12][C:11]([C:14]([NH:16][C:17]3[C:22]([F:23])=[CH:21][CH:20]=[CH:19][C:18]=3[F:24])=[O:15])=[N:10]2)=[CH:28][CH:27]=1. The catalyst class is: 16. (7) Reactant: [Cl:1][C:2]([F:11])([F:10])[C:3](=O)/[CH:4]=[CH:5]/OCC.C[N:13](C)[CH:14]=[CH:15][C:16]#[N:17].C([O-])(=O)C.[NH4+].O. Product: [Cl:1][C:2]([F:10])([F:11])[C:3]1[CH:4]=[CH:5][C:15]([C:16]#[N:17])=[CH:14][N:13]=1. The catalyst class is: 11.